Dataset: Reaction yield outcomes from USPTO patents with 853,638 reactions. Task: Predict the reaction yield, written as a fraction of the theoretical maximum amount of product (1.0 means a 100% yield; for example, 0.34 means a 34% yield). (1) The reactants are [CH:1]1([C:7]2[CH:13]=[CH:12][C:10]([NH2:11])=[CH:9][CH:8]=2)[CH2:6][CH2:5][CH2:4][CH2:3][CH2:2]1.[N:14]([O-])=O.[Na+].C([O-])(=O)C.[Na+].[C:23]([CH2:26][C:27](=[O:29])[CH3:28])(=[O:25])[CH3:24]. The catalyst is C(O)(=O)C.Cl.O.C(O)C. The product is [CH:1]1([C:7]2[CH:8]=[CH:9][C:10]([NH:11][N:14]=[C:26]([C:27](=[O:29])[CH3:28])[C:23](=[O:25])[CH3:24])=[CH:12][CH:13]=2)[CH2:2][CH2:3][CH2:4][CH2:5][CH2:6]1. The yield is 0.510. (2) The reactants are [F:1][C:2]([F:10])([C:5]([F:9])([F:8])[CH2:6][OH:7])[CH2:3][OH:4].[H-].[Na+].[CH2:13](Br)[CH:14]=[CH:15][C:16]1[CH:21]=[CH:20][CH:19]=[CH:18][CH:17]=1. The catalyst is CN(C)C=O. The product is [F:1][C:2]([F:10])([C:5]([F:9])([F:8])[CH2:6][O:7][CH2:13]/[CH:14]=[CH:15]/[C:16]1[CH:21]=[CH:20][CH:19]=[CH:18][CH:17]=1)[CH2:3][OH:4]. The yield is 0.540. (3) The product is [CH2:1]([O:3][C:4]([C:5]1([C:7]2[CH:12]=[CH:11][CH:10]=[C:9]([O:13][CH2:14][C:15]3[CH:20]=[CH:19][CH:18]=[CH:17][CH:16]=3)[CH:8]=2)[CH2:6][C:22]1([Br:25])[Br:23])=[O:21])[CH3:2]. The yield is 0.890. The reactants are [CH2:1]([O:3][C:4](=[O:21])[C:5]([C:7]1[CH:12]=[CH:11][CH:10]=[C:9]([O:13][CH2:14][C:15]2[CH:20]=[CH:19][CH:18]=[CH:17][CH:16]=2)[CH:8]=1)=[CH2:6])[CH3:2].[CH:22]([Br:25])(Br)[Br:23].[OH-].[Na+]. The catalyst is C(Cl)Cl.[Cl-].C([N+](CC)(CC)CC)C1C=CC=CC=1. (4) The reactants are I([O-])(=O)(=O)=O.[Na+].C([O-])(=O)C.[NH4+].CC1(C)C(C)(C)[O:16][B:15]([C:20]2[CH:25]=[CH:24][C:23]([N:26]([C:43](=[O:52])/[CH:44]=[CH:45]/[C:46]3[CH:51]=[CH:50][CH:49]=[CH:48][CH:47]=3)[CH2:27][C:28]([N:30]3[CH2:34][CH2:33][C@H:32]([NH:35][C:36](=[O:42])[O:37][C:38]([CH3:41])([CH3:40])[CH3:39])[CH2:31]3)=[O:29])=[CH:22][CH:21]=2)[O:14]1. The catalyst is O.CC(C)=O. The product is [B:15]([C:20]1[CH:21]=[CH:22][C:23]([N:26]([C:43](=[O:52])/[CH:44]=[CH:45]/[C:46]2[CH:51]=[CH:50][CH:49]=[CH:48][CH:47]=2)[CH2:27][C:28]([N:30]2[CH2:34][CH2:33][C@H:32]([NH:35][C:36](=[O:42])[O:37][C:38]([CH3:41])([CH3:40])[CH3:39])[CH2:31]2)=[O:29])=[CH:24][CH:25]=1)([OH:14])[OH:16]. The yield is 0.800. (5) The reactants are [C:1]([O:5][C:6]([N:8]1[CH2:13][CH2:12][N:11]([C:14]2[C:19]([Cl:20])=[CH:18][CH:17]=[CH:16][C:15]=2[NH2:21])[CH2:10][CH2:9]1)=[O:7])([CH3:4])([CH3:3])[CH3:2].[CH3:22][S:23](Cl)(=[O:25])=[O:24].C(N(CC)CC)C.C([O-])(O)=O.[Na+]. The catalyst is C(Cl)Cl.CCOC(C)=O. The product is [C:1]([O:5][C:6]([N:8]1[CH2:13][CH2:12][N:11]([C:14]2[C:15]([NH:21][S:23]([CH3:22])(=[O:25])=[O:24])=[CH:16][CH:17]=[CH:18][C:19]=2[Cl:20])[CH2:10][CH2:9]1)=[O:7])([CH3:4])([CH3:2])[CH3:3]. The yield is 0.700. (6) The reactants are C(N(CC)CC)C.[Si:8]([O:15][CH2:16][C@@H:17]([C:19]1[CH:24]=[CH:23][C:22]([F:25])=[C:21]([Cl:26])[CH:20]=1)[OH:18])([C:11]([CH3:14])([CH3:13])[CH3:12])([CH3:10])[CH3:9].[CH3:27][S:28](Cl)(=[O:30])=[O:29]. The catalyst is C(Cl)Cl. The product is [CH3:27][S:28]([O:18][C@H:17]([C:19]1[CH:24]=[CH:23][C:22]([F:25])=[C:21]([Cl:26])[CH:20]=1)[CH2:16][O:15][Si:8]([C:11]([CH3:14])([CH3:13])[CH3:12])([CH3:10])[CH3:9])(=[O:30])=[O:29]. The yield is 0.989. (7) The reactants are [C:1]([OH:11])(=[O:10])[C@@H](C1C=CC=CC=1)O.[NH2:12][C:13]1([CH3:27])[C:17]2([CH2:19][CH2:18]2)[CH2:16][N:15](CC2C=CC=CC=2)[CH2:14]1.[OH-].[Na+].[C:30]1([CH3:36])[CH:35]=CC=C[CH:31]=1. No catalyst specified. The product is [C:30]([O:11][C:1]([NH:12][C:13]1([CH3:27])[C:17]2([CH2:18][CH2:19]2)[CH2:16][NH:15][CH2:14]1)=[O:10])([CH3:36])([CH3:35])[CH3:31]. The yield is 0.970. (8) The reactants are [CH3:1][O:2][C:3](=[O:46])[NH:4][CH:5]([C:12]([N:14]1[CH2:18][CH2:17][CH2:16][CH:15]1[C:19]1[NH:20][C:21]([C:24]2[CH:29]=[CH:28][C:27]([C:30]3[CH:35]=[CH:34][C:33]([C:36]4[NH:37][C:38]([CH:41]5[CH2:45][CH2:44][CH2:43][NH:42]5)=[N:39][CH:40]=4)=[CH:32][CH:31]=3)=[CH:26][CH:25]=2)=[CH:22][N:23]=1)=[O:13])[CH2:6][CH2:7][C:8]([F:11])([F:10])[F:9].[CH3:47][O:48][C:49]([NH:51][CH:52]([CH:56]([CH3:58])[CH3:57])[C:53](O)=[O:54])=[O:50].CN(C(ON1N=NC2C=CC=NC1=2)=[N+](C)C)C.F[P-](F)(F)(F)(F)F.C(N(C(C)C)CC)(C)C. The catalyst is CN(C)C=O. The product is [CH3:1][O:2][C:3](=[O:46])[NH:4][CH:5]([C:12]([N:14]1[CH2:18][CH2:17][CH2:16][CH:15]1[C:19]1[NH:20][C:21]([C:24]2[CH:25]=[CH:26][C:27]([C:30]3[CH:35]=[CH:34][C:33]([C:36]4[NH:37][C:38]([CH:41]5[CH2:45][CH2:44][CH2:43][N:42]5[C:53](=[O:54])[CH:52]([NH:51][C:49]([O:48][CH3:47])=[O:50])[CH:56]([CH3:58])[CH3:57])=[N:39][CH:40]=4)=[CH:32][CH:31]=3)=[CH:28][CH:29]=2)=[CH:22][N:23]=1)=[O:13])[CH2:6][CH2:7][C:8]([F:9])([F:11])[F:10]. The yield is 0.470. (9) The reactants are Br[CH2:2][C:3]1[C:4]([C:25]2[CH:30]=[CH:29][CH:28]=[C:27]([C:31]([F:34])([F:33])[F:32])[CH:26]=2)=[N:5][C:6]2[C:11]([C:12]=1[C:13]([O:15][CH3:16])=[O:14])=[CH:10][C:9]([S:17]([CH2:20][CH3:21])(=[O:19])=[O:18])=[C:8]([O:22][CH2:23][CH3:24])[CH:7]=2.[NH:35]1[CH2:40][CH2:39][CH:38]([N:41]2[CH2:46][CH2:45][O:44][CH2:43][CH2:42]2)[CH2:37][CH2:36]1. The catalyst is C(#N)C. The product is [CH2:23]([O:22][C:8]1[CH:7]=[C:6]2[C:11]([C:12]([C:13]([O:15][CH3:16])=[O:14])=[C:3]([CH2:2][N:35]3[CH2:40][CH2:39][CH:38]([N:41]4[CH2:46][CH2:45][O:44][CH2:43][CH2:42]4)[CH2:37][CH2:36]3)[C:4]([C:25]3[CH:30]=[CH:29][CH:28]=[C:27]([C:31]([F:32])([F:34])[F:33])[CH:26]=3)=[N:5]2)=[CH:10][C:9]=1[S:17]([CH2:20][CH3:21])(=[O:18])=[O:19])[CH3:24]. The yield is 0.510.